This data is from Forward reaction prediction with 1.9M reactions from USPTO patents (1976-2016). The task is: Predict the product of the given reaction. Given the reactants [OH:1][C:2]1[CH:7]=[CH:6][CH:5]=[CH:4][C:3]=1[C:8]1[CH:9]=[C:10]([CH:14]([NH:20][C:21]([C@@H:23]2[CH2:28][CH2:27][CH2:26][N:25]([C:29](=[O:45])[CH2:30][CH2:31][CH:32]3[CH2:37][CH2:36][N:35]([C:38]([O:40][C:41]([CH3:44])([CH3:43])[CH3:42])=[O:39])[CH2:34][CH2:33]3)[CH2:24]2)=[O:22])[CH2:15][C:16]([O:18][CH3:19])=[O:17])[CH:11]=[N:12][CH:13]=1.C(=O)([O-])[O-].[Cs+].[Cs+].[C:52]1([CH3:75])[CH:57]=[CH:56][C:55]([S:58]([O:61][CH2:62][CH2:63]OS(C2C=CC(C)=CC=2)(=O)=O)(=[O:60])=[O:59])=[CH:54][CH:53]=1, predict the reaction product. The product is: [CH3:19][O:18][C:16](=[O:17])[CH2:15][CH:14]([NH:20][C:21]([C@@H:23]1[CH2:28][CH2:27][CH2:26][N:25]([C:29](=[O:45])[CH2:30][CH2:31][CH:32]2[CH2:33][CH2:34][N:35]([C:38]([O:40][C:41]([CH3:42])([CH3:44])[CH3:43])=[O:39])[CH2:36][CH2:37]2)[CH2:24]1)=[O:22])[C:10]1[CH:11]=[N:12][CH:13]=[C:8]([C:3]2[CH:4]=[CH:5][CH:6]=[CH:7][C:2]=2[O:1][CH2:63][CH2:62][O:61][S:58]([C:55]2[CH:56]=[CH:57][C:52]([CH3:75])=[CH:53][CH:54]=2)(=[O:60])=[O:59])[CH:9]=1.